This data is from NCI-60 drug combinations with 297,098 pairs across 59 cell lines. The task is: Regression. Given two drug SMILES strings and cell line genomic features, predict the synergy score measuring deviation from expected non-interaction effect. Drug 1: COC1=CC(=CC(=C1O)OC)C2C3C(COC3=O)C(C4=CC5=C(C=C24)OCO5)OC6C(C(C7C(O6)COC(O7)C8=CC=CS8)O)O. Drug 2: CCN(CC)CCCC(C)NC1=C2C=C(C=CC2=NC3=C1C=CC(=C3)Cl)OC. Cell line: SK-MEL-2. Synergy scores: CSS=56.7, Synergy_ZIP=-0.744, Synergy_Bliss=1.69, Synergy_Loewe=-9.56, Synergy_HSA=4.09.